This data is from Full USPTO retrosynthesis dataset with 1.9M reactions from patents (1976-2016). The task is: Predict the reactants needed to synthesize the given product. (1) The reactants are: C(OC([N:8]1[CH2:13][CH2:12][C:11](=[CH:14][C:15]2[O:16][C:17]([C:20]3[S:21][CH:22]=[CH:23][CH:24]=3)=[N:18][N:19]=2)[CH2:10][CH2:9]1)=O)(C)(C)C.FC(F)(F)C(O)=O. Given the product [S:21]1[CH:22]=[CH:23][CH:24]=[C:20]1[C:17]1[O:16][C:15]([CH:14]=[C:11]2[CH2:10][CH2:9][NH:8][CH2:13][CH2:12]2)=[N:19][N:18]=1, predict the reactants needed to synthesize it. (2) Given the product [Br:11][C:12]1[CH:21]=[C:20]2[C:15]([CH:16]=[CH:17][C:44]([CH2:43][NH:6][C:32](=[O:33])[O:34][C:35]([CH3:36])([CH3:37])[CH3:38])=[N:19]2)=[CH:14][CH:13]=1, predict the reactants needed to synthesize it. The reactants are: [Li+].C[Si]([N-:6][Si](C)(C)C)(C)C.[Br:11][C:12]1[CH:21]=[C:20]2[C:15]([CH:16]=[CH:17]C(NC)=[N:19]2)=[CH:14][CH:13]=1.O([C:32]([O:34][C:35]([CH3:38])([CH3:37])[CH3:36])=[O:33])[C:32]([O:34][C:35]([CH3:38])([CH3:37])[CH3:36])=[O:33].C(O[CH2:43][CH3:44])(=O)C. (3) The reactants are: [NH2:1][C:2]1[C:3]([SH:12])=[N:4][CH:5]=[C:6]([CH:11]=1)[C:7]([O:9][CH3:10])=[O:8].[H-].[Na+].Cl[C:16]1[C:21](Cl)=[N:20][CH:19]=[CH:18][N:17]=1.C(OCC)(=O)C. Given the product [N:17]1[C:18]2[NH:1][C:2]3[CH:11]=[C:6]([C:7]([O:9][CH3:10])=[O:8])[CH:5]=[N:4][C:3]=3[S:12][C:19]=2[N:20]=[CH:21][CH:16]=1, predict the reactants needed to synthesize it. (4) The reactants are: [Br:1][C:2]1[CH:7]=[C:6]([F:8])[CH:5]=[CH:4][C:3]=1[OH:9].C([O-])([O-])=O.[K+].[K+].[CH2:16](I)[CH3:17].O. Given the product [Br:1][C:2]1[CH:7]=[C:6]([F:8])[CH:5]=[CH:4][C:3]=1[O:9][CH2:16][CH3:17], predict the reactants needed to synthesize it. (5) Given the product [CH:11]([O:1][C:2]1[CH:3]=[C:4]([CH:7]=[CH:8][CH:9]=1)[CH:5]=[O:6])([CH3:13])[CH3:12], predict the reactants needed to synthesize it. The reactants are: [OH:1][C:2]1[CH:3]=[C:4]([CH:7]=[CH:8][CH:9]=1)[CH:5]=[O:6].I[CH:11]([CH3:13])[CH3:12].C([O-])([O-])=O.[K+].[K+].C([O-])([O-])=O.[Cs+].[Cs+]. (6) Given the product [NH3:8].[C:1]([O:5][CH2:6][CH2:7][N:8]1[CH2:9][CH2:10][CH:11]([O:14][C:15]2[CH:24]=[C:23]([O:25][CH2:26][CH2:27][CH2:28][N:29]3[CH2:34][CH2:33][N:32]([CH3:35])[CH2:31][CH2:30]3)[CH:22]=[C:21]3[C:16]=2[C:17]([NH:36][C:37]2[CH:41]=[C:40]([CH2:42][C:43]([NH:50][C:49]4[CH:51]=[CH:52][CH:53]=[C:47]([F:46])[CH:48]=4)=[O:45])[NH:39][N:38]=2)=[N:18][CH:19]=[N:20]3)[CH2:12][CH2:13]1)([CH3:2])([CH3:3])[CH3:4], predict the reactants needed to synthesize it. The reactants are: [C:1]([O:5][CH2:6][CH2:7][N:8]1[CH2:13][CH2:12][CH:11]([O:14][C:15]2[CH:24]=[C:23]([O:25][CH2:26][CH2:27][CH2:28][N:29]3[CH2:34][CH2:33][N:32]([CH3:35])[CH2:31][CH2:30]3)[CH:22]=[C:21]3[C:16]=2[C:17]([NH:36][C:37]2[CH:41]=[C:40]([CH2:42][C:43]([OH:45])=O)[NH:39][N:38]=2)=[N:18][CH:19]=[N:20]3)[CH2:10][CH2:9]1)([CH3:4])([CH3:3])[CH3:2].[F:46][C:47]1[CH:48]=[C:49]([CH:51]=[CH:52][CH:53]=1)[NH2:50].Cl.CN(C)CCCN=C=NCC.OC1C=CC=C[N+]=1[O-].